From a dataset of Forward reaction prediction with 1.9M reactions from USPTO patents (1976-2016). Predict the product of the given reaction. Given the reactants C(NC(C)C)(C)C.CCCCCC.C([Li])CCC.C([N:21]([CH2:34][CH3:35])[C:22](=[O:33])[C:23]1[CH:28]=[CH:27][CH:26]=[C:25]([CH2:29]C)[C:24]=1[CH2:31]C)C.[CH2:36]([N:43]1[CH2:47]C[CH:45](C#N)[CH2:44]1)[C:37]1[CH:42]=[CH:41][CH:40]=[CH:39][CH:38]=1, predict the reaction product. The product is: [CH2:36]([N:43]1[CH2:44][CH2:45][CH:35]([C:34]2[NH:21][C:22](=[O:33])[C:23]3[C:24]([CH:31]=2)=[C:25]([CH3:29])[CH:26]=[CH:27][CH:28]=3)[CH2:47]1)[C:37]1[CH:42]=[CH:41][CH:40]=[CH:39][CH:38]=1.